This data is from Forward reaction prediction with 1.9M reactions from USPTO patents (1976-2016). The task is: Predict the product of the given reaction. (1) Given the reactants Br.Br[CH2:3][C:4]1[C:9]([Cl:10])=[CH:8][N:7]=[CH:6][C:5]=1[Cl:11].[NH2:12][C:13]1[CH:18]=[C:17]([CH3:19])[N:16]=[C:15]([SH:20])[N:14]=1.C(N(CC)CC)C, predict the reaction product. The product is: [Cl:11][C:5]1[CH:6]=[N:7][CH:8]=[C:9]([Cl:10])[C:4]=1[CH2:3][S:20][C:15]1[N:14]=[C:13]([NH2:12])[CH:18]=[C:17]([CH3:19])[N:16]=1. (2) Given the reactants C([N:8]1[C:12]([CH3:14])([CH3:13])[CH2:11][CH:10]([CH2:15][N:16]2[C:24]3[C:19](=[CH:20][C:21]([C:25]4[CH:26]=[N:27][N:28]([CH:30]5[CH2:35][CH2:34][CH2:33][CH2:32][O:31]5)[CH:29]=4)=[CH:22][CH:23]=3)[CH:18]=[N:17]2)[CH2:9]1)C1C=CC=CC=1.C([O-])=O.[NH4+], predict the reaction product. The product is: [CH3:13][C:12]1([CH3:14])[NH:8][CH2:9][CH:10]([CH2:15][N:16]2[C:24]3[C:19](=[CH:20][C:21]([C:25]4[CH:26]=[N:27][N:28]([CH:30]5[CH2:35][CH2:34][CH2:33][CH2:32][O:31]5)[CH:29]=4)=[CH:22][CH:23]=3)[CH:18]=[N:17]2)[CH2:11]1.